From a dataset of Catalyst prediction with 721,799 reactions and 888 catalyst types from USPTO. Predict which catalyst facilitates the given reaction. (1) The catalyst class is: 12. Product: [CH:1]([C:4]1[C:5]([O:25][CH3:26])=[CH:6][C:7]([O:23][CH3:24])=[C:8]([C:9]2[N:11]([C:12]3[CH:13]=[C:14]4[C:18](=[CH:19][CH:20]=3)[N:17]([CH3:21])[CH:16]=[CH:15]4)[C:45]([NH:44][C:41]3[CH:42]=[CH:43][CH:38]=[CH:39][CH:40]=3)=[N:27][N:28]=2)[CH:22]=1)([CH3:3])[CH3:2]. Reactant: [CH:1]([C:4]1[C:5]([O:25][CH3:26])=[CH:6][C:7]([O:23][CH3:24])=[C:8]([CH:22]=1)[C:9]([NH:11][C:12]1[CH:13]=[C:14]2[C:18](=[CH:19][CH:20]=1)[N:17]([CH3:21])[CH:16]=[CH:15]2)=S)([CH3:3])[CH3:2].[NH2:27][NH2:28].C(N(C(C)C)CC)(C)C.[CH:38]1[CH:43]=[CH:42][C:41]([N:44]=[C:45](Cl)Cl)=[CH:40][CH:39]=1. (2) Reactant: [F:1][C:2]1[CH:9]=[CH:8][C:5]([CH2:6][NH2:7])=[CH:4][CH:3]=1.CN(C(ON1N=NC2C=CC=NC1=2)=[N+](C)C)C.F[P-](F)(F)(F)(F)F.CCN(CC)CC.[CH3:41][O:42][C:43]1[C:52]([C:53](O)=[O:54])=[C:51]([CH3:56])[C:50]2[C:45](=[CH:46][C:47]([C:57]([F:60])([F:59])[F:58])=[CH:48][CH:49]=2)[N:44]=1. Product: [F:1][C:2]1[CH:9]=[CH:8][C:5]([CH2:6][NH:7][C:53]([C:52]2[C:43]([O:42][CH3:41])=[N:44][C:45]3[C:50]([C:51]=2[CH3:56])=[CH:49][CH:48]=[C:47]([C:57]([F:59])([F:60])[F:58])[CH:46]=3)=[O:54])=[CH:4][CH:3]=1. The catalyst class is: 49. (3) Reactant: [S:1]1[CH:5]=[C:4]([C:6]([OH:8])=[O:7])[N:3]=[CH:2]1.C(N1C=CN=C1)(N1C=CN=C1)=O.[C:21](O)([CH3:24])([CH3:23])[CH3:22].C1CCN2C(=NCCC2)CC1.Cl. Product: [S:1]1[CH:5]=[C:4]([C:6]([O:8][C:21]([CH3:24])([CH3:23])[CH3:22])=[O:7])[N:3]=[CH:2]1. The catalyst class is: 18. (4) Reactant: [NH2:1][C:2]1[C:7]([CH2:8][C:9]2[CH:14]=[CH:13][CH:12]=[CH:11][CH:10]=2)=[N:6][C:5]([C:15]2[CH:20]=[CH:19][CH:18]=[CH:17][CH:16]=2)=[CH:4][N:3]=1.[C:21]1([CH2:27][C:28](=[O:32])[C:29]([OH:31])=[O:30])[CH:26]=[CH:25][CH:24]=[CH:23][CH:22]=1.[C:33](O[C:37](=[O:39])[CH3:38])(=[O:35])[CH3:34].C[OH:41]. Product: [CH:12]1[CH:11]=[CH:10][C:9]([CH2:8][C:7]2[C:2]3[N:3]([CH:4]=[C:5]([C:15]4[CH:20]=[CH:19][C:18]([OH:41])=[CH:17][CH:16]=4)[N:6]=2)[C:29]([OH:30])=[C:28]([CH2:27][C:21]2[CH:22]=[CH:23][C:37]([OH:39])=[CH:38][CH:26]=2)[N:1]=3)=[CH:14][CH:13]=1.[NH2:1][C:2]1[C:7]([CH2:8][C:9]2[CH:14]=[CH:13][CH:12]=[CH:11][CH:10]=2)=[N:6][C:5]([C:15]2[CH:20]=[CH:19][CH:18]=[CH:17][CH:16]=2)=[CH:4][N:3]=1.[C:33]([O:32][C:28](=[CH:27][C:21]1[CH:26]=[CH:25][CH:24]=[CH:23][CH:22]=1)[C:29]([OH:31])=[O:30])(=[O:35])[CH3:34]. The catalyst class is: 298.